From a dataset of Forward reaction prediction with 1.9M reactions from USPTO patents (1976-2016). Predict the product of the given reaction. (1) Given the reactants Br[C:2]1[CH:10]=[C:9]2[C:5]([CH2:6][CH2:7][CH:8]2[CH2:11][CH3:12])=[CH:4][CH:3]=1.C([Li])(C)(C)C.C(=O)=O.CC(C)=O.[N:25]([C:34]([O:36][C:37]([CH3:40])([CH3:39])[CH3:38])=[O:35])=[N:26][C:27]([O:29][C:30]([CH3:33])([CH3:32])[CH3:31])=[O:28], predict the reaction product. The product is: [CH2:11]([CH:8]1[C:9]2[C:5](=[CH:4][CH:3]=[C:2]([N:25]([C:34]([O:36][C:37]([CH3:40])([CH3:39])[CH3:38])=[O:35])[NH:26][C:27]([O:29][C:30]([CH3:31])([CH3:32])[CH3:33])=[O:28])[CH:10]=2)[CH2:6][CH2:7]1)[CH3:12]. (2) Given the reactants [CH2:1]([O:3][C:4]([C:6]1([C:9]2[CH:14]=[CH:13][C:12]([C:15]3[CH:20]=[CH:19][C:18]([C:21]4[O:25][N:24]=[C:23]([CH3:26])[C:22]=4[CH2:27][CH2:28][C:29](O)=[O:30])=[CH:17][CH:16]=3)=[CH:11][CH:10]=2)[CH2:8][CH2:7]1)=[O:5])[CH3:2].[CH3:32][C:33]([NH2:41])([C:35]1[CH:40]=[CH:39][CH:38]=[CH:37][CH:36]=1)[CH3:34], predict the reaction product. The product is: [CH2:1]([O:3][C:4]([C:6]1([C:9]2[CH:10]=[CH:11][C:12]([C:15]3[CH:20]=[CH:19][C:18]([C:21]4[O:25][N:24]=[C:23]([CH3:26])[C:22]=4[CH2:27][CH2:28][C:29](=[O:30])[NH:41][C:33]([CH3:34])([C:35]4[CH:40]=[CH:39][CH:38]=[CH:37][CH:36]=4)[CH3:32])=[CH:17][CH:16]=3)=[CH:13][CH:14]=2)[CH2:8][CH2:7]1)=[O:5])[CH3:2].